This data is from Reaction yield outcomes from USPTO patents with 853,638 reactions. The task is: Predict the reaction yield, written as a fraction of the theoretical maximum amount of product (1.0 means a 100% yield; for example, 0.34 means a 34% yield). (1) The reactants are [BrH:1].BrCC[NH:5][OH:6].[C:15](O[C:15]([O:17][C:18]([CH3:21])([CH3:20])[CH3:19])=[O:16])([O:17][C:18]([CH3:21])([CH3:20])[CH3:19])=[O:16].CCN([CH2:27][CH3:28])CC. The catalyst is C(Cl)Cl.CCOC(C)=O. The product is [C:18]([O:17][C:15](=[O:16])[NH:5][O:6][CH2:27][CH2:28][Br:1])([CH3:19])([CH3:20])[CH3:21]. The yield is 0.750. (2) The reactants are [Cl:1][C:2]1[CH:31]=[C:30]([OH:32])[CH:29]=[CH:28][C:3]=1[CH2:4][C@@H:5]1[CH2:9][CH2:8][N:7]([N:10]2[CH2:15][CH2:14][CH:13]([O:16][Si:17]([CH:24]([CH3:26])[CH3:25])([CH:21]([CH3:23])[CH3:22])[CH:18]([CH3:20])[CH3:19])[CH2:12][CH2:11]2)[C:6]1=[O:27].N1C=CC=CC=1.[F:39][C:40]([F:53])([F:52])[S:41](O[S:41]([C:40]([F:53])([F:52])[F:39])(=[O:43])=[O:42])(=[O:43])=[O:42]. The catalyst is C(Cl)Cl. The product is [Cl:1][C:2]1[CH:31]=[C:30]([O:32][S:41]([C:40]([F:53])([F:52])[F:39])(=[O:43])=[O:42])[CH:29]=[CH:28][C:3]=1[CH2:4][C@@H:5]1[CH2:9][CH2:8][N:7]([N:10]2[CH2:15][CH2:14][CH:13]([O:16][Si:17]([CH:21]([CH3:22])[CH3:23])([CH:24]([CH3:26])[CH3:25])[CH:18]([CH3:19])[CH3:20])[CH2:12][CH2:11]2)[C:6]1=[O:27]. The yield is 0.980. (3) The reactants are Cl.[NH:2]1[CH2:6][CH2:5][CH:4]2[CH2:7][N:8]([CH2:10][C:11]3[CH:26]=[CH:25][C:14]([O:15][C:16]4[S:17][C:18]5[CH:24]=[CH:23][CH:22]=[CH:21][C:19]=5[N:20]=4)=[CH:13][CH:12]=3)[CH2:9][CH:3]12.CCN(CC)CC.C([NH:41][CH2:42][C:43](O)=[O:44])(OC(C)(C)C)=O.Cl.CN(C)CCCN=C=NCC.FC(F)(F)C(O)=O. The catalyst is C(Cl)Cl.CO.CS(C)=O. The product is [NH2:41][CH2:42][C:43]([N:2]1[CH2:6][CH2:5][CH:4]2[CH2:7][N:8]([CH2:10][C:11]3[CH:26]=[CH:25][C:14]([O:15][C:16]4[S:17][C:18]5[CH:24]=[CH:23][CH:22]=[CH:21][C:19]=5[N:20]=4)=[CH:13][CH:12]=3)[CH2:9][CH:3]12)=[O:44]. The yield is 0.350. (4) The reactants are [N+:1]([C:4]1[CH:12]=[CH:11][CH:10]=[C:9]2[C:5]=1[CH2:6][N:7]([CH:14]1[CH2:19][CH2:18][C:17](=[O:20])[NH:16][C:15]1=[O:21])[C:8]2=[O:13])([O-])=O.C([O-])=O.[NH4+]. The catalyst is CO.[Pd]. The product is [NH2:1][C:4]1[CH:12]=[CH:11][CH:10]=[C:9]2[C:5]=1[CH2:6][N:7]([CH:14]1[CH2:19][CH2:18][C:17](=[O:20])[NH:16][C:15]1=[O:21])[C:8]2=[O:13]. The yield is 0.890.